The task is: Regression. Given two drug SMILES strings and cell line genomic features, predict the synergy score measuring deviation from expected non-interaction effect.. This data is from NCI-60 drug combinations with 297,098 pairs across 59 cell lines. (1) Drug 1: CC1=C(C=C(C=C1)NC2=NC=CC(=N2)N(C)C3=CC4=NN(C(=C4C=C3)C)C)S(=O)(=O)N.Cl. Drug 2: CC12CCC(CC1=CCC3C2CCC4(C3CC=C4C5=CN=CC=C5)C)O. Cell line: OVCAR3. Synergy scores: CSS=5.59, Synergy_ZIP=-2.58, Synergy_Bliss=0.781, Synergy_Loewe=-5.07, Synergy_HSA=-0.538. (2) Drug 1: C1=CC=C(C(=C1)C(C2=CC=C(C=C2)Cl)C(Cl)Cl)Cl. Drug 2: CC1=C(C=C(C=C1)C(=O)NC2=CC(=CC(=C2)C(F)(F)F)N3C=C(N=C3)C)NC4=NC=CC(=N4)C5=CN=CC=C5. Cell line: U251. Synergy scores: CSS=9.14, Synergy_ZIP=-8.09, Synergy_Bliss=-10.5, Synergy_Loewe=-7.60, Synergy_HSA=-7.56. (3) Drug 1: COC1=CC(=CC(=C1O)OC)C2C3C(COC3=O)C(C4=CC5=C(C=C24)OCO5)OC6C(C(C7C(O6)COC(O7)C8=CC=CS8)O)O. Drug 2: CC1C(C(CC(O1)OC2CC(OC(C2O)C)OC3=CC4=CC5=C(C(=O)C(C(C5)C(C(=O)C(C(C)O)O)OC)OC6CC(C(C(O6)C)O)OC7CC(C(C(O7)C)O)OC8CC(C(C(O8)C)O)(C)O)C(=C4C(=C3C)O)O)O)O. Cell line: SR. Synergy scores: CSS=56.0, Synergy_ZIP=4.43, Synergy_Bliss=2.95, Synergy_Loewe=-12.3, Synergy_HSA=4.58. (4) Drug 1: C1=CC=C(C=C1)NC(=O)CCCCCCC(=O)NO. Drug 2: C1C(C(OC1N2C=NC(=NC2=O)N)CO)O. Cell line: HS 578T. Synergy scores: CSS=14.4, Synergy_ZIP=-2.77, Synergy_Bliss=3.34, Synergy_Loewe=4.63, Synergy_HSA=4.98. (5) Drug 1: C1=CC(=CC=C1CC(C(=O)O)N)N(CCCl)CCCl.Cl. Drug 2: CC1C(C(=O)NC(C(=O)N2CCCC2C(=O)N(CC(=O)N(C(C(=O)O1)C(C)C)C)C)C(C)C)NC(=O)C3=C4C(=C(C=C3)C)OC5=C(C(=O)C(=C(C5=N4)C(=O)NC6C(OC(=O)C(N(C(=O)CN(C(=O)C7CCCN7C(=O)C(NC6=O)C(C)C)C)C)C(C)C)C)N)C. Cell line: SN12C. Synergy scores: CSS=9.80, Synergy_ZIP=-0.702, Synergy_Bliss=3.46, Synergy_Loewe=3.32, Synergy_HSA=2.54. (6) Drug 1: CC1=C2C(C(=O)C3(C(CC4C(C3C(C(C2(C)C)(CC1OC(=O)C(C(C5=CC=CC=C5)NC(=O)OC(C)(C)C)O)O)OC(=O)C6=CC=CC=C6)(CO4)OC(=O)C)O)C)O. Drug 2: CCN(CC)CCNC(=O)C1=C(NC(=C1C)C=C2C3=C(C=CC(=C3)F)NC2=O)C. Cell line: HS 578T. Synergy scores: CSS=25.9, Synergy_ZIP=11.8, Synergy_Bliss=18.5, Synergy_Loewe=15.4, Synergy_HSA=15.3. (7) Drug 1: C1=NC2=C(N=C(N=C2N1C3C(C(C(O3)CO)O)O)F)N. Drug 2: CC1CCC2CC(C(=CC=CC=CC(CC(C(=O)C(C(C(=CC(C(=O)CC(OC(=O)C3CCCCN3C(=O)C(=O)C1(O2)O)C(C)CC4CCC(C(C4)OC)OCCO)C)C)O)OC)C)C)C)OC. Cell line: MDA-MB-435. Synergy scores: CSS=9.96, Synergy_ZIP=-3.51, Synergy_Bliss=-1.24, Synergy_Loewe=-5.62, Synergy_HSA=-0.851. (8) Drug 1: CC1C(C(CC(O1)OC2CC(CC3=C2C(=C4C(=C3O)C(=O)C5=C(C4=O)C(=CC=C5)OC)O)(C(=O)C)O)N)O.Cl. Drug 2: C1C(C(OC1N2C=NC(=NC2=O)N)CO)O. Cell line: IGROV1. Synergy scores: CSS=29.1, Synergy_ZIP=-1.37, Synergy_Bliss=2.69, Synergy_Loewe=-16.3, Synergy_HSA=3.18.